From a dataset of Catalyst prediction with 721,799 reactions and 888 catalyst types from USPTO. Predict which catalyst facilitates the given reaction. (1) The catalyst class is: 1. Product: [C:10]([O:13][C:14]([NH:1][CH2:2][C:3]1[CH:8]=[CH:7][N:6]=[CH:5][CH:4]=1)=[O:15])([CH3:12])([CH3:11])[CH3:9]. Reactant: [NH2:1][CH2:2][C:3]1[CH:8]=[CH:7][N:6]=[CH:5][CH:4]=1.[CH3:9][C:10]([O:13][C:14](O[C:14]([O:13][C:10]([CH3:12])([CH3:11])[CH3:9])=[O:15])=[O:15])([CH3:12])[CH3:11]. (2) Reactant: C1(S([N:10]2[C:18]3[C:13](=[CH:14][C:15]([C:20]#[N:21])=[CH:16][C:17]=3[F:19])[CH:12]=[C:11]2[CH3:22])(=O)=O)C=CC=CC=1.CO.[OH-].[Na+]. Product: [F:19][C:17]1[CH:16]=[C:15]([C:20]#[N:21])[CH:14]=[C:13]2[C:18]=1[NH:10][C:11]([CH3:22])=[CH:12]2. The catalyst class is: 1. (3) Reactant: [CH2:1]([O:3][C:4](=[O:32])[CH2:5][C:6]([N:8]([CH2:28][CH:29]([CH3:31])[CH3:30])[C:9]1[C:10]([C:23](OCC)=[O:24])=[N:11][CH:12]=[C:13]([CH2:15][C:16]2[CH:21]=[CH:20][C:19]([F:22])=[CH:18][CH:17]=2)[CH:14]=1)=[O:7])[CH3:2].[O-]CC.[Na+]. Product: [F:22][C:19]1[CH:20]=[CH:21][C:16]([CH2:15][C:13]2[CH:14]=[C:9]3[C:10]([C:23]([OH:24])=[C:5]([C:4]([O:3][CH2:1][CH3:2])=[O:32])[C:6](=[O:7])[N:8]3[CH2:28][CH:29]([CH3:31])[CH3:30])=[N:11][CH:12]=2)=[CH:17][CH:18]=1. The catalyst class is: 8. (4) Product: [Br:1][C:2]1[C:10]([F:11])=[CH:9][C:5]([C:6]([NH:17][S:14]([CH3:13])(=[O:16])=[O:15])=[O:7])=[C:4]([F:12])[CH:3]=1. The catalyst class is: 143. Reactant: [Br:1][C:2]1[C:10]([F:11])=[CH:9][C:5]([C:6](O)=[O:7])=[C:4]([F:12])[CH:3]=1.[CH3:13][S:14]([NH2:17])(=[O:16])=[O:15].Cl.C(N=C=NCCCN(C)C)C.